From a dataset of Reaction yield outcomes from USPTO patents with 853,638 reactions. Predict the reaction yield, written as a fraction of the theoretical maximum amount of product (1.0 means a 100% yield; for example, 0.34 means a 34% yield). (1) The reactants are [F:1][C:2]1[CH:7]=[CH:6][CH:5]=[CH:4][C:3]=1[CH2:8][C:9]([OH:11])=[O:10].[C:12]1([C@@H:18](O)[CH3:19])[CH:17]=[CH:16][CH:15]=[CH:14][CH:13]=1.CCN=C=NCCCN(C)C. The catalyst is CN(C1C=CN=CC=1)C.C(Cl)Cl. The product is [F:1][C:2]1[CH:7]=[CH:6][CH:5]=[CH:4][C:3]=1[CH2:8][C:9]([O:11][C@H:18]([C:12]1[CH:17]=[CH:16][CH:15]=[CH:14][CH:13]=1)[CH3:19])=[O:10]. The yield is 0.920. (2) The reactants are C1(P(C2CCCCC2)C2C=CC=CC=2C2C(OC)=CC=CC=2OC)CCCCC1.C(=O)([O-])[O-].[K+].[K+].[OH:36][C:37]1[CH:42]=[CH:41][C:40](B(O)O)=[C:39]([CH2:46][N:47]2[CH2:52][CH2:51][O:50][CH2:49][CH2:48]2)[CH:38]=1.[F:53][C:54]1[CH:55]=[CH:56][C:57]2[N:58]([CH:60]=[C:61]([C:63]([NH:65][C@H:66]3[CH2:71][CH2:70][C@@H:69]([N:72]4[C:77](=[O:78])[C:76]5[CH:79]=[C:80]([F:83])[CH:81]=[N:82][C:75]=5[N:74]([C:84]5[CH:89]=[CH:88][CH:87]=[C:86](I)[CH:85]=5)[C:73]4=[O:91])[CH2:68][CH2:67]3)=[O:64])[N:62]=2)[CH:59]=1. The catalyst is C(#N)C.O.C([O-])(=O)C.[Pd+2].C([O-])(=O)C. The product is [F:53][C:54]1[CH:55]=[CH:56][C:57]2[N:58]([CH:60]=[C:61]([C:63]([NH:65][C@H:66]3[CH2:71][CH2:70][C@@H:69]([N:72]4[C:77](=[O:78])[C:76]5[CH:79]=[C:80]([F:83])[CH:81]=[N:82][C:75]=5[N:74]([C:84]5[CH:89]=[C:88]([C:40]6[CH:41]=[CH:42][C:37]([OH:36])=[CH:38][C:39]=6[CH2:46][N:47]6[CH2:52][CH2:51][O:50][CH2:49][CH2:48]6)[CH:87]=[CH:86][CH:85]=5)[C:73]4=[O:91])[CH2:68][CH2:67]3)=[O:64])[N:62]=2)[CH:59]=1. The yield is 0.180. (3) The reactants are [NH2:1][CH2:2][CH2:3][C:4]1[C:12]2[C:7](=[CH:8][CH:9]=[CH:10][CH:11]=2)[NH:6][CH:5]=1.C(=O)(O)[O-].[Na+].[N+:18]([C:21]1[CH:26]=[C:25]([N+:27]([O-:29])=[O:28])[CH:24]=[CH:23][C:22]=1F)([O-:20])=[O:19]. The catalyst is O.C(O)C. The product is [N+:18]([C:21]1[CH:26]=[C:25]([N+:27]([O-:29])=[O:28])[CH:24]=[CH:23][C:22]=1[NH:1][CH2:2][CH2:3][C:4]1[C:12]2[C:7](=[CH:8][CH:9]=[CH:10][CH:11]=2)[NH:6][CH:5]=1)([O-:20])=[O:19]. The yield is 0.900. (4) The reactants are O=[C:2]1[CH2:7][CH2:6][CH2:5][CH2:4][N:3]1[CH:8]1[CH2:13][CH2:12][N:11]([C:14]([O:16][C:17]([CH3:20])([CH3:19])[CH3:18])=[O:15])[CH2:10][CH2:9]1.COC1C=CC(P2(SP(C3C=CC(OC)=CC=3)(=S)S2)=[S:30])=CC=1. The catalyst is C1(C)C=CC=CC=1. The product is [S:30]=[C:2]1[CH2:7][CH2:6][CH2:5][CH2:4][N:3]1[CH:8]1[CH2:13][CH2:12][N:11]([C:14]([O:16][C:17]([CH3:20])([CH3:19])[CH3:18])=[O:15])[CH2:10][CH2:9]1. The yield is 0.640. (5) The reactants are [C-:1]#[N:2].[Na+].[NH2:4][C:5]1[CH:12]=[CH:11][C:8]([C:9]#[N:10])=[C:7]([F:13])[CH:6]=1.[C:14]1(=O)[CH2:18][CH2:17][CH2:16][CH2:15]1. The catalyst is C(O)(=O)C. The product is [C:1]([C:14]1([NH:4][C:5]2[CH:12]=[CH:11][C:8]([C:9]#[N:10])=[C:7]([F:13])[CH:6]=2)[CH2:18][CH2:17][CH2:16][CH2:15]1)#[N:2]. The yield is 0.900. (6) The reactants are [C:1]([C:4]1[CH:5]=[C:6]([Cl:12])[C:7]([S:10][CH3:11])=[N:8][CH:9]=1)(=[O:3])[CH3:2].[BH4-].[Na+].Cl. The catalyst is C(O)C.O. The product is [Cl:12][C:6]1[C:7]([S:10][CH3:11])=[N:8][CH:9]=[C:4]([CH:1]([OH:3])[CH3:2])[CH:5]=1. The yield is 0.900. (7) The reactants are [CH2:1]([N:3]([CH2:36][CH3:37])[CH2:4][CH2:5][CH2:6][NH:7][C:8]1[N:9]=[C:10]([C:27]2[CH:28]=[C:29]([CH:33]=[CH:34][CH:35]=2)[C:30](O)=[O:31])[C:11]2[CH:17]=[CH:16][C:15](=[O:18])[N:14]([C:19]3[C:24]([F:25])=[CH:23][CH:22]=[CH:21][C:20]=3[F:26])[C:12]=2[N:13]=1)[CH3:2].CN(C(ON1N=NC2C=CC=CC1=2)=[N+](C)C)C.F[P-](F)(F)(F)(F)F.C(N(CC)CC)C.[F:69][C:70]1[CH:76]=[CH:75][C:73]([NH2:74])=[CH:72][CH:71]=1. The catalyst is CN(C=O)C. The product is [CH2:36]([N:3]([CH2:1][CH3:2])[CH2:4][CH2:5][CH2:6][NH:7][C:8]1[N:9]=[C:10]([C:27]2[CH:28]=[C:29]([CH:33]=[CH:34][CH:35]=2)[C:30]([NH:74][C:73]2[CH:75]=[CH:76][C:70]([F:69])=[CH:71][CH:72]=2)=[O:31])[C:11]2[CH:17]=[CH:16][C:15](=[O:18])[N:14]([C:19]3[C:24]([F:25])=[CH:23][CH:22]=[CH:21][C:20]=3[F:26])[C:12]=2[N:13]=1)[CH3:37]. The yield is 0.555. (8) The reactants are [F:1][C:2]([F:7])([F:6])[C:3]([OH:5])=[O:4].[F:8][C:9]([F:14])([F:13])[C:10]([OH:12])=[O:11].FC(F)(F)C(O)=O.[Cl:22][C:23]1[CH:24]=[N:25][C:26]2[NH:27][C:28]3[CH:29]=[N:30][CH:31]=[C:32]([CH:54]=3)[CH2:33][CH2:34][C:35]3[CH:43]=[C:39]([NH:40][C:41]=1[N:42]=2)[CH:38]=[CH:37][C:36]=3[NH:44][C:45](=[O:53])[CH2:46][CH:47]1[CH2:52][CH2:51][NH:50][CH2:49][CH2:48]1.[CH3:55][N:56]1[C:60]([C:61](Cl)=[O:62])=[CH:59][N:58]=[CH:57]1. No catalyst specified. The product is [F:1][C:2]([F:7])([F:6])[C:3]([OH:5])=[O:4].[F:8][C:9]([F:14])([F:13])[C:10]([OH:12])=[O:11].[Cl:22][C:23]1[CH:24]=[N:25][C:26]2[NH:27][C:28]3[CH:29]=[N:30][CH:31]=[C:32]([CH:54]=3)[CH2:33][CH2:34][C:35]3[CH:43]=[C:39]([NH:40][C:41]=1[N:42]=2)[CH:38]=[CH:37][C:36]=3[NH:44][C:45](=[O:53])[CH2:46][CH:47]1[CH2:52][CH2:51][N:50]([C:61]([C:60]2[N:56]([CH3:55])[CH:57]=[N:58][CH:59]=2)=[O:62])[CH2:49][CH2:48]1. The yield is 0.310. (9) The reactants are [N:1]1([C:7]2[C:8]3[N:16]=[C:15]([C:17]4[CH:22]=[CH:21][C:20]([CH3:23])=[CH:19][CH:18]=4)[S:14][C:9]=3[N:10]=[C:11]([NH2:13])[N:12]=2)[CH2:6][CH2:5][NH:4][CH2:3][CH2:2]1.[CH3:24][O:25][C:26]1[CH:36]=[CH:35][C:29]([O:30][CH2:31][C:32](O)=[O:33])=[CH:28][CH:27]=1. No catalyst specified. The product is [NH2:13][C:11]1[N:12]=[C:7]([N:1]2[CH2:2][CH2:3][N:4]([C:32](=[O:33])[CH2:31][O:30][C:29]3[CH:35]=[CH:36][C:26]([O:25][CH3:24])=[CH:27][CH:28]=3)[CH2:5][CH2:6]2)[C:8]2[N:16]=[C:15]([C:17]3[CH:22]=[CH:21][C:20]([CH3:23])=[CH:19][CH:18]=3)[S:14][C:9]=2[N:10]=1. The yield is 0.410.